This data is from Full USPTO retrosynthesis dataset with 1.9M reactions from patents (1976-2016). The task is: Predict the reactants needed to synthesize the given product. (1) Given the product [Br:1][C:2]1[N:11]=[C:10]([C:12]2[NH:13][C:23]([CH2:22][C:19]3[CH:20]=[CH:21][C:16]([F:15])=[CH:17][CH:18]=3)=[N:25][N:26]=2)[C:9]([OH:14])=[C:8]2[C:3]=1[CH:4]=[CH:5][CH:6]=[N:7]2, predict the reactants needed to synthesize it. The reactants are: [Br:1][C:2]1[N:11]=[C:10]([C:12]#[N:13])[C:9]([OH:14])=[C:8]2[C:3]=1[CH:4]=[CH:5][CH:6]=[N:7]2.[F:15][C:16]1[CH:21]=[CH:20][C:19]([CH2:22][C:23]([NH:25][NH2:26])=O)=[CH:18][CH:17]=1.O1CCOCC1. (2) Given the product [C:15]([O:19][C:20]([N:22]1[CH2:27][CH2:26][CH:25]([NH:28][S:8]([C:5]2[CH:6]=[CH:7][C:2]([Cl:1])=[CH:3][C:4]=2[NH2:12])(=[O:10])=[O:9])[CH2:24][CH2:23]1)=[O:21])([CH3:18])([CH3:16])[CH3:17], predict the reactants needed to synthesize it. The reactants are: [Cl:1][C:2]1[CH:7]=[CH:6][C:5]([S:8](Cl)(=[O:10])=[O:9])=[C:4]([N+:12]([O-])=O)[CH:3]=1.[C:15]([O:19][C:20]([N:22]1[CH2:27][CH2:26][CH:25]([NH2:28])[CH2:24][CH2:23]1)=[O:21])([CH3:18])([CH3:17])[CH3:16].C([O-])([O-])=O.[K+].[K+].NN. (3) Given the product [CH2:1]([C:5]1([CH3:18])[CH2:6][CH2:7][NH:8][CH2:9][CH2:10]1)[CH2:2][CH:3]=[CH2:4].[ClH:19], predict the reactants needed to synthesize it. The reactants are: [CH2:1]([C:5]1([CH3:18])[CH2:10][CH2:9][N:8](C(OC(C)(C)C)=O)[CH2:7][CH2:6]1)[CH2:2][CH:3]=[CH2:4].[ClH:19].O1CCOCC1.